Dataset: Reaction yield outcomes from USPTO patents with 853,638 reactions. Task: Predict the reaction yield, written as a fraction of the theoretical maximum amount of product (1.0 means a 100% yield; for example, 0.34 means a 34% yield). (1) The reactants are Cl[C:2]1[CH:3]=[C:4]([NH:11][C:12]2[CH:17]=[CH:16][C:15]([O:18][CH3:19])=[C:14]([O:20][CH3:21])[N:13]=2)[C:5]2[N:6]([N:8]=[CH:9][N:10]=2)[CH:7]=1.[NH:22]1[C:30]2[C:25](=[CH:26][C:27]([NH:31][C:32](=[O:48])[C:33]3[CH:38]=[CH:37][CH:36]=[C:35](B4OC(C)(C)C(C)(C)O4)[CH:34]=3)=[CH:28][CH:29]=2)[CH:24]=[N:23]1.C(=O)([O-])[O-].[Na+].[Na+].[F-].[Cs+]. The catalyst is O.CN(C=O)C.C1C=CC([P]([Pd]([P](C2C=CC=CC=2)(C2C=CC=CC=2)C2C=CC=CC=2)([P](C2C=CC=CC=2)(C2C=CC=CC=2)C2C=CC=CC=2)[P](C2C=CC=CC=2)(C2C=CC=CC=2)C2C=CC=CC=2)(C2C=CC=CC=2)C2C=CC=CC=2)=CC=1. The product is [CH3:19][O:18][C:15]1[CH:16]=[CH:17][C:12]([NH:11][C:4]2[C:5]3[N:6]([N:8]=[CH:9][N:10]=3)[CH:7]=[C:2]([C:35]3[CH:34]=[C:33]([CH:38]=[CH:37][CH:36]=3)[C:32]([NH:31][C:27]3[CH:26]=[C:25]4[C:30](=[CH:29][CH:28]=3)[NH:22][N:23]=[CH:24]4)=[O:48])[CH:3]=2)=[N:13][C:14]=1[O:20][CH3:21]. The yield is 0.130. (2) The reactants are [CH:1]([NH:4][CH:5]([CH3:7])C)([CH3:3])C.N#N.[Li]CCCC.FC1[C:21]([I:22])=CC=CN=1.[CH:23](OCC)=[O:24].[CH3:28][O-:29].[Na+]. The catalyst is C1COCC1.CO. The product is [I:22][C:21]1[C:3]([CH:23]=[O:24])=[C:1]([O:29][CH3:28])[N:4]=[CH:5][CH:7]=1. The yield is 0.640. (3) The reactants are [C:1]1([PH:7](=[O:11])[O:8][CH2:9][CH3:10])[CH:6]=[CH:5][CH:4]=[CH:3][CH:2]=1.Br[C:13]1[CH:18]=[CH:17][C:16]([O:19][CH:20]([CH3:22])[CH3:21])=[C:15]([CH:23]=[CH2:24])[CH:14]=1.C(N(CC)CC)C. The catalyst is C(#N)C.C([O-])(=O)C.[Pd+2].C([O-])(=O)C.C1(P(C2C=CC=CC=2)[C-]2C=CC=C2)C=CC=CC=1.[C-]1(P(C2C=CC=CC=2)C2C=CC=CC=2)C=CC=C1.[Fe+2]. The product is [C:1]1([P:7]([C:13]2[CH:18]=[CH:17][C:16]([O:19][CH:20]([CH3:21])[CH3:22])=[C:15]([CH:23]=[CH2:24])[CH:14]=2)(=[O:11])[O:8][CH2:9][CH3:10])[CH:6]=[CH:5][CH:4]=[CH:3][CH:2]=1. The yield is 0.870. (4) The reactants are [C:1]([O:5][C:6](=[O:19])[N:7]([C@H:9]1[CH2:14][CH2:13][C@H:12](/[CH:15]=[CH:16]/[CH2:17]O)[CH2:11][CH2:10]1)[CH3:8])([CH3:4])([CH3:3])[CH3:2].CS([Cl:24])(=O)=O.N1C=CC=CC=1.O. The catalyst is C(Cl)Cl.CN(C1C=CN=CC=1)C. The product is [C:1]([O:5][C:6](=[O:19])[N:7]([C@H:9]1[CH2:14][CH2:13][C@H:12](/[CH:15]=[CH:16]/[CH2:17][Cl:24])[CH2:11][CH2:10]1)[CH3:8])([CH3:4])([CH3:3])[CH3:2]. The yield is 0.750. (5) The reactants are [CH2:1]([O:8][C:9]1[CH:14]=[CH:13][C:12]([C:15]2[CH:20]=[CH:19][N:18]=[CH:17][CH:16]=2)=[CH:11][C:10]=1[NH2:21])[C:2]1[CH:7]=[CH:6][CH:5]=[CH:4][CH:3]=1.[C:22]([O:26][C:27]([C@@H](CC1C=CC=CC=1)C(O)=O)=[O:28])([CH3:25])([CH3:24])[CH3:23].[CH:40]([N:43](C(C)C)CC)([CH3:42])[CH3:41].F[P-](F)(F)(F)(F)F.N1(OC(N(C)C)=[N+](C)C)[C:60]2[CH:61]=[CH:62][CH:63]=[CH:64][C:59]=2N=N1.CN(C=[O:77])C. No catalyst specified. The product is [CH2:1]([O:8][C:9]1[CH:14]=[CH:13][C:12]([C:15]2[CH:16]=[CH:17][N:18]=[CH:19][CH:20]=2)=[CH:11][C:10]=1[NH:21][C:41](=[O:77])[C@@H:40]([NH:43][C:27](=[O:28])[O:26][C:22]([CH3:23])([CH3:24])[CH3:25])[CH2:42][C:59]1[CH:60]=[CH:61][CH:62]=[CH:63][CH:64]=1)[C:2]1[CH:3]=[CH:4][CH:5]=[CH:6][CH:7]=1. The yield is 0.350. (6) The reactants are [F:1][C:2]1[CH:16]=[CH:15][CH:14]=[C:13]([F:17])[C:3]=1[CH2:4][P:5](=[O:12])([O:9]CC)[O:6]CC.Br[Si](C)(C)C.O. The catalyst is ClCCl.CO. The product is [F:1][C:2]1[CH:16]=[CH:15][CH:14]=[C:13]([F:17])[C:3]=1[CH2:4][P:5](=[O:6])([OH:9])[OH:12]. The yield is 0.760. (7) The reactants are [NH2:1][C:2]1[C:7]([I:8])=[C:6]([NH2:9])[CH:5]=[CH:4][N:3]=1.Cl[CH2:11][C:12](=O)[CH3:13]. The yield is 0.650. The catalyst is C(O)C. The product is [NH2:9][C:6]1[CH:5]=[CH:4][N:3]2[CH:11]=[C:12]([CH3:13])[N:1]=[C:2]2[C:7]=1[I:8]. (8) The reactants are [NH2:1][C:2]1[CH:3]=[C:4]([OH:8])[CH:5]=[CH:6][CH:7]=1.[CH3:9][C:10](OC(C)=O)=[O:11].N1[CH:21]=[CH:20]C=CC=1.C([O-])(O)=[O:23].[Na+]. No catalyst specified. The product is [C:10]([O:8][C:4]1[CH:5]=[CH:6][CH:7]=[C:2]([NH:1][C:20](=[O:23])[CH3:21])[CH:3]=1)(=[O:11])[CH3:9]. The yield is 0.930. (9) The product is [C:17]([O:16][C:14]([NH:13][CH2:12][CH:9]1[CH2:8][CH2:7][C:6](=[CH:5][C:4]([OH:21])=[O:3])[CH2:11][CH2:10]1)=[O:15])([CH3:20])([CH3:18])[CH3:19]. The yield is 0.640. The catalyst is CO.C1COCC1. The reactants are C([O:3][C:4](=[O:21])[CH:5]=[C:6]1[CH2:11][CH2:10][CH:9]([CH2:12][NH:13][C:14]([O:16][C:17]([CH3:20])([CH3:19])[CH3:18])=[O:15])[CH2:8][CH2:7]1)C.[OH-].[Na+].